This data is from Full USPTO retrosynthesis dataset with 1.9M reactions from patents (1976-2016). The task is: Predict the reactants needed to synthesize the given product. The reactants are: [F:1][C:2]1[CH:3]=[C:4]([C:8]2[C:17]3[C:12](=[CH:13][CH:14]=[C:15]([O:18][CH3:19])[CH:16]=3)[NH:11][C:10](=O)[C:9]=2[C:21]#[N:22])[CH:5]=[CH:6][CH:7]=1.O=P(Cl)(Cl)[Cl:25]. Given the product [Cl:25][C:10]1[C:9]([C:21]#[N:22])=[C:8]([C:4]2[CH:5]=[CH:6][CH:7]=[C:2]([F:1])[CH:3]=2)[C:17]2[C:12](=[CH:13][CH:14]=[C:15]([O:18][CH3:19])[CH:16]=2)[N:11]=1, predict the reactants needed to synthesize it.